Task: Regression/Classification. Given a drug SMILES string, predict its absorption, distribution, metabolism, or excretion properties. Task type varies by dataset: regression for continuous measurements (e.g., permeability, clearance, half-life) or binary classification for categorical outcomes (e.g., BBB penetration, CYP inhibition). For this dataset (b3db_regression), we predict Y.. Dataset: Blood-brain barrier permeability regression values from the B3DB database (1) The drug is CCC1C(=O)N(CC(=O)N(C(C(=O)NC(C(=O)N(C(C(=O)NC(C(=O)NC(C(=O)N(C(C(=O)N(C(C(=O)N(C(C(=O)N(C(C(=O)N1)C(C(C)/C=C/C)O)C)CC(C)C)C)CC(C)C)C)CC(C)C)C)C)C)CC(C)C)C)C(C)C)CC(C)C)C)C. The Y is -0.780 log(BB ratio). (2) The drug is CN(C)CCCN1C2=CC=CC=C2CCC3=CC=CC=C31. The Y is 0.800 log(BB ratio). (3) The molecule is CN1C(=NC(=N1)C2=CC=C(C=C2)OC)C3=CC=CC(=C3)CN(C)C. The Y is 1.26 log(BB ratio). (4) The molecule is CN(C)CCCN1C2=CC=CC=C2SC3=C1C=C(C=C3)C(F)(F)F. The Y is 1.44 log(BB ratio). (5) The drug is C1CCN(CC1)CCOC2=CC=C(C=C2)OC3=C(C=CC4=C3C=CC(=C4)O)C5=CC(=CC=C5)F. The Y is 0.730 log(BB ratio).